This data is from Full USPTO retrosynthesis dataset with 1.9M reactions from patents (1976-2016). The task is: Predict the reactants needed to synthesize the given product. (1) The reactants are: C(OC(=O)[NH:7][CH2:8][CH2:9][C:10]1[CH:15]=[CH:14][CH:13]=[C:12]([NH:16][C:17]([NH:19][CH2:20][C:21]2[CH:26]=[CH:25][CH:24]=[CH:23][CH:22]=2)=[O:18])[CH:11]=1)(C)(C)C. Given the product [NH2:7][CH2:8][CH2:9][C:10]1[CH:11]=[C:12]([NH:16][C:17]([NH:19][CH2:20][C:21]2[CH:26]=[CH:25][CH:24]=[CH:23][CH:22]=2)=[O:18])[CH:13]=[CH:14][CH:15]=1, predict the reactants needed to synthesize it. (2) The reactants are: [OH:1][C:2]1[CH:7]=[CH:6][C:5]([C:8]([C:11]2[CH:16]=[CH:15][C:14]([OH:17])=[CH:13][CH:12]=2)([CH3:10])[CH3:9])=[CH:4][CH:3]=1.C1(=O)[O:22][CH2:21][CH2:20]O1.C(N([CH2:29][CH3:30])CC)C.[OH2:31]. Given the product [OH:31][CH2:29][CH2:30][O:1][C:2]1[CH:3]=[CH:4][C:5]([C:8]([C:11]2[CH:12]=[CH:13][C:14]([O:17][CH2:20][CH2:21][OH:22])=[CH:15][CH:16]=2)([CH3:10])[CH3:9])=[CH:6][CH:7]=1, predict the reactants needed to synthesize it.